From a dataset of Full USPTO retrosynthesis dataset with 1.9M reactions from patents (1976-2016). Predict the reactants needed to synthesize the given product. (1) Given the product [Cl:1][C:2]1[S:3][C:4]2[CH:10]=[C:9]([N+:16]([O-:18])=[O:17])[CH:8]=[CH:7][C:5]=2[N:6]=1, predict the reactants needed to synthesize it. The reactants are: [Cl:1][C:2]1[S:3][C:4]2[CH:10]=[CH:9][CH:8]=[CH:7][C:5]=2[N:6]=1.S(=O)(=O)(O)O.[N+:16]([O-])([O-:18])=[O:17].[K+]. (2) Given the product [CH3:3][C:4]1[CH:10]=[CH:9][CH:8]=[C:7]([CH3:11])[C:5]=1[N:6]1[C:19](=[O:18])[CH:21]=[CH:22][C:16]([C:14]([O:13][CH3:12])=[O:15])=[CH:17]1, predict the reactants needed to synthesize it. The reactants are: [H-].[Na+].[CH3:3][C:4]1[CH:10]=[CH:9][CH:8]=[C:7]([CH3:11])[C:5]=1[NH2:6].[CH3:12][O:13][C:14]([C:16]1[CH:22]=[CH:21][C:19](=O)[O:18][CH:17]=1)=[O:15].[Cl-].[NH4+]. (3) Given the product [Cl:1][C:2]1[CH:9]=[CH:8][C:5]([CH:6]=[CH:15][N+:12]([O-:14])=[O:13])=[CH:4][C:3]=1[O:10][CH3:11], predict the reactants needed to synthesize it. The reactants are: [Cl:1][C:2]1[CH:9]=[CH:8][C:5]([CH:6]=O)=[CH:4][C:3]=1[O:10][CH3:11].[N+:12]([CH3:15])([O-:14])=[O:13].[OH-].[Na+]. (4) The reactants are: CN([CH2:4][CH2:5][N:6]([CH3:8])[CH3:7])C.[Li][CH2:10][CH2:11][CH2:12][CH3:13].Cl[P:15]([CH:22]1[CH2:27][CH2:26][CH2:25][CH2:24][CH2:23]1)[CH:16]1[CH2:21][CH2:20][CH2:19][CH2:18][CH2:17]1. Given the product [C:5]1([N:6]2[C:8]3[C:21](=[CH:16][CH:17]=[CH:18][CH:19]=3)[CH:20]=[C:7]2[P:15]([CH:22]2[CH2:27][CH2:26][CH2:25][CH2:24][CH2:23]2)[CH:16]2[CH2:21][CH2:20][CH2:19][CH2:18][CH2:17]2)[CH:13]=[CH:12][CH:11]=[CH:10][CH:4]=1, predict the reactants needed to synthesize it. (5) The reactants are: CS(O)(=O)=O.S(O)(=O)(=O)C.S(O)(=O)(=O)C.[NH2:16][NH:17][C:18]([NH2:20])=[NH:19].[Cl:21][C:22]1[C:31]([Cl:32])=[CH:30][CH:29]=[CH:28][C:23]=1[C:24]([C:26]#[N:27])=O.[O-2].[Mg+2]. Given the product [NH2:19][C:18]1[N:17]=[N:16][C:24]([C:23]2[CH:28]=[CH:29][CH:30]=[C:31]([Cl:32])[C:22]=2[Cl:21])=[C:26]([NH2:27])[N:20]=1, predict the reactants needed to synthesize it. (6) Given the product [C:1]([O:5][C:6]([CH:7]1[CH:23]([C:19]2[CH:20]=[CH:21][CH:22]=[C:17]([Cl:16])[C:18]=2[F:35])[C:24]([C:27]2[C:32]([F:33])=[CH:31][C:30]([Cl:34])=[CH:29][N:28]=2)([C:25]#[N:26])[CH:9]([CH2:10][C:11]([CH3:14])([CH3:13])[CH3:12])[NH:8]1)=[O:15])([CH3:4])([CH3:3])[CH3:2], predict the reactants needed to synthesize it. The reactants are: [C:1]([O:5][C:6](=[O:15])[CH2:7]/[N:8]=[CH:9]/[CH2:10][C:11]([CH3:14])([CH3:13])[CH3:12])([CH3:4])([CH3:3])[CH3:2].[Cl:16][C:17]1[C:18]([F:35])=[C:19](/[CH:23]=[C:24](/[C:27]2[C:32]([F:33])=[CH:31][C:30]([Cl:34])=[CH:29][N:28]=2)\[C:25]#[N:26])[CH:20]=[CH:21][CH:22]=1.C(N(CC)CC)C.C1CCN2C(=NCCC2)CC1. (7) The reactants are: Cl[CH2:2][CH2:3][CH2:4][CH2:5][C:6]1([CH2:17][CH3:18])[C:14]2[C:9](=[CH:10][CH:11]=[C:12]([F:15])[CH:13]=2)[NH:8][C:7]1=[O:16].[F:19][C:20]1[CH:25]=[CH:24][C:23]([N:26]2[CH2:31][CH2:30][NH:29][CH2:28][CH2:27]2)=[CH:22][CH:21]=1. Given the product [CH2:17]([C:6]1([CH2:5][CH2:4][CH2:3][CH2:2][N:29]2[CH2:28][CH2:27][N:26]([C:23]3[CH:22]=[CH:21][C:20]([F:19])=[CH:25][CH:24]=3)[CH2:31][CH2:30]2)[C:14]2[C:9](=[CH:10][CH:11]=[C:12]([F:15])[CH:13]=2)[NH:8][C:7]1=[O:16])[CH3:18], predict the reactants needed to synthesize it. (8) Given the product [C:1]([C:5]1[S:9][C:8]([C:10]([NH:37][C@H:38]([C:39]([O:41][C:42]([CH3:45])([CH3:44])[CH3:43])=[O:40])[CH2:46][C:47]2[CH:52]=[CH:51][C:50]([OH:53])=[CH:49][CH:48]=2)=[O:12])=[CH:7][CH:6]=1)([CH3:2])([CH3:3])[CH3:4], predict the reactants needed to synthesize it. The reactants are: [C:1]([C:5]1[S:9][C:8]([C:10]([OH:12])=O)=[CH:7][CH:6]=1)([CH3:4])([CH3:3])[CH3:2].CN(C(ON1N=NC2C=CC=NC1=2)=[N+](C)C)C.F[P-](F)(F)(F)(F)F.[NH2:37][C@@H:38]([CH2:46][C:47]1[CH:52]=[CH:51][C:50]([OH:53])=[CH:49][CH:48]=1)[C:39]([O:41][C:42]([CH3:45])([CH3:44])[CH3:43])=[O:40].